From a dataset of Full USPTO retrosynthesis dataset with 1.9M reactions from patents (1976-2016). Predict the reactants needed to synthesize the given product. (1) Given the product [CH2:1]([O:23][CH2:24][CH2:25][CH2:26][CH2:27][CH2:28][CH2:29][CH2:30][CH2:31][CH2:32][CH2:33][CH2:34][CH2:35][O:36][C:37]1([O:51][CH2:52][CH2:53][CH2:54][CH2:55][CH2:56][CH2:57][CH2:58][CH2:59][CH2:60][CH2:61][CH2:62][CH2:63][O:64][CH2:65][CH2:66][CH2:67][CH2:68][CH2:69][CH2:70][CH2:71][CH2:72][CH2:73][CH2:74][CH2:75][CH2:76][CH2:77][CH2:78][CH2:79][CH2:80][CH2:81][CH2:82][CH2:83][CH2:84][CH2:85][CH3:86])[CH:38]=[CH:39][C:40]([CH:41]([OH:42])[C:43]2[CH:44]=[CH:45][CH:46]=[CH:47][CH:48]=2)=[CH:49][CH2:50]1)[CH2:2][CH2:3][CH2:4][CH2:5][CH2:6][CH2:7][CH2:8][CH2:9][CH2:10][CH2:11][CH2:12][CH2:13][CH2:14][CH2:15][CH2:16][CH2:17][CH2:18][CH2:19][CH2:20][CH2:21][CH3:22], predict the reactants needed to synthesize it. The reactants are: [CH2:1]([O:23][CH2:24][CH2:25][CH2:26][CH2:27][CH2:28][CH2:29][CH2:30][CH2:31][CH2:32][CH2:33][CH2:34][CH2:35][O:36][C:37]1([O:51][CH2:52][CH2:53][CH2:54][CH2:55][CH2:56][CH2:57][CH2:58][CH2:59][CH2:60][CH2:61][CH2:62][CH2:63][O:64][CH2:65][CH2:66][CH2:67][CH2:68][CH2:69][CH2:70][CH2:71][CH2:72][CH2:73][CH2:74][CH2:75][CH2:76][CH2:77][CH2:78][CH2:79][CH2:80][CH2:81][CH2:82][CH2:83][CH2:84][CH2:85][CH3:86])[CH:50]=[CH:49][C:40]([C:41]([C:43]2[CH:48]=[CH:47][CH:46]=[CH:45][CH:44]=2)=[O:42])=[CH:39][CH2:38]1)[CH2:2][CH2:3][CH2:4][CH2:5][CH2:6][CH2:7][CH2:8][CH2:9][CH2:10][CH2:11][CH2:12][CH2:13][CH2:14][CH2:15][CH2:16][CH2:17][CH2:18][CH2:19][CH2:20][CH2:21][CH3:22].CO.[BH4-].[Na+].Cl. (2) Given the product [NH2:13][C:10]1[CH:11]=[CH:12][C:5]([C:1]([CH3:4])([CH3:3])[CH3:2])=[C:6]([CH:9]=1)[C:7]#[N:8], predict the reactants needed to synthesize it. The reactants are: [C:1]([C:5]1[CH:12]=[CH:11][C:10]([N+:13]([O-])=O)=[CH:9][C:6]=1[C:7]#[N:8])([CH3:4])([CH3:3])[CH3:2].C([O-])=O.[NH4+]. (3) Given the product [CH3:21][CH:22]([C:24]1[O:20][C:19]2[C:2]([N:1]=1)=[CH:3][C:4]1[CH2:10][CH2:9][NH:8][CH2:7][CH2:6][C:5]=1[CH:18]=2)[CH3:23], predict the reactants needed to synthesize it. The reactants are: [NH2:1][C:2]1[C:19]([OH:20])=[CH:18][C:5]2[CH2:6][CH2:7][N:8](C(OC(C)(C)C)=O)[CH2:9][CH2:10][C:4]=2[CH:3]=1.[C:21](Cl)(=O)[CH:22]([CH3:24])[CH3:23].